Predict which catalyst facilitates the given reaction. From a dataset of Catalyst prediction with 721,799 reactions and 888 catalyst types from USPTO. (1) Reactant: [Br:1][C:2]1[C:3]([OH:13])=[C:4]([CH2:8][C:9]([O:11][CH3:12])=[O:10])[CH:5]=[CH:6][CH:7]=1.[C:14]([O-])([O-])=O.[K+].[K+].CI. Product: [Br:1][C:2]1[C:3]([O:13][CH3:14])=[C:4]([CH2:8][C:9]([O:11][CH3:12])=[O:10])[CH:5]=[CH:6][CH:7]=1. The catalyst class is: 173. (2) Reactant: [CH3:1][O:2][C:3]1[CH:4]=[C:5]2[C:10](=[CH:11][CH:12]=1)[CH:9]=[N:8][CH2:7][CH2:6]2.O.[BH4-].[Na+]. Product: [CH3:1][O:2][C:3]1[CH:4]=[C:5]2[C:10](=[CH:11][CH:12]=1)[CH2:9][NH:8][CH2:7][CH2:6]2. The catalyst class is: 5. (3) Reactant: [C:1]1([S:7]([CH2:10][C:11]2[C:16]([C:17]([O:19][CH2:20][CH3:21])=[O:18])=[C:15]([O:22][CH3:23])[C:14](Br)=[CH:13][CH:12]=2)(=[O:9])=[O:8])[CH:6]=[CH:5][CH:4]=[CH:3][CH:2]=1.[O:25]1[CH:29]=[CH:28][C:27](B(O)O)=[CH:26]1.C(Cl)Cl.C(=O)([O-])[O-].[Cs+].[Cs+]. Product: [C:1]1([S:7]([CH2:10][C:11]2[C:16]([C:17]([O:19][CH2:20][CH3:21])=[O:18])=[C:15]([O:22][CH3:23])[C:14]([C:27]3[CH:28]=[CH:29][O:25][CH:26]=3)=[CH:13][CH:12]=2)(=[O:9])=[O:8])[CH:6]=[CH:5][CH:4]=[CH:3][CH:2]=1. The catalyst class is: 20.